Task: Regression. Given two drug SMILES strings and cell line genomic features, predict the synergy score measuring deviation from expected non-interaction effect.. Dataset: NCI-60 drug combinations with 297,098 pairs across 59 cell lines (1) Drug 1: CC1CCC2CC(C(=CC=CC=CC(CC(C(=O)C(C(C(=CC(C(=O)CC(OC(=O)C3CCCCN3C(=O)C(=O)C1(O2)O)C(C)CC4CCC(C(C4)OC)O)C)C)O)OC)C)C)C)OC. Drug 2: CC1=C(C(=O)C2=C(C1=O)N3CC4C(C3(C2COC(=O)N)OC)N4)N. Cell line: RXF 393. Synergy scores: CSS=8.74, Synergy_ZIP=-1.07, Synergy_Bliss=1.63, Synergy_Loewe=-2.72, Synergy_HSA=-1.39. (2) Drug 1: CCC1=CC2CC(C3=C(CN(C2)C1)C4=CC=CC=C4N3)(C5=C(C=C6C(=C5)C78CCN9C7C(C=CC9)(C(C(C8N6C)(C(=O)OC)O)OC(=O)C)CC)OC)C(=O)OC.C(C(C(=O)O)O)(C(=O)O)O. Drug 2: CC(C)(C#N)C1=CC(=CC(=C1)CN2C=NC=N2)C(C)(C)C#N. Cell line: OVCAR3. Synergy scores: CSS=62.3, Synergy_ZIP=3.99, Synergy_Bliss=0.751, Synergy_Loewe=-3.97, Synergy_HSA=1.29.